Dataset: Reaction yield outcomes from USPTO patents with 853,638 reactions. Task: Predict the reaction yield, written as a fraction of the theoretical maximum amount of product (1.0 means a 100% yield; for example, 0.34 means a 34% yield). (1) The reactants are CC(O)=O.[NH2:5][C@H:6]([CH3:9])[CH2:7][OH:8].[CH:10](=O)[C:11]1[CH:16]=[CH:15][CH:14]=[CH:13][CH:12]=1.[BH3-]C#N.[Na+]. The catalyst is CO. The product is [CH2:10]([NH:5][C@H:6]([CH3:9])[CH2:7][OH:8])[C:11]1[CH:16]=[CH:15][CH:14]=[CH:13][CH:12]=1. The yield is 0.940. (2) The catalyst is ClCCl. The reactants are [NH2:1][C:2]1[CH:3]=[CH:4][C:5]2[C:6](=[O:15])[C:7]3[C:12]([C:13]=2[CH:14]=1)=[CH:11][CH:10]=[CH:9][CH:8]=3.C(N(CC)CC)C.[Cl:23][CH2:24][C:25](Cl)=[O:26]. The product is [Cl:23][CH2:24][C:25]([NH:1][C:2]1[CH:3]=[CH:4][C:5]2[C:6](=[O:15])[C:7]3[C:12]([C:13]=2[CH:14]=1)=[CH:11][CH:10]=[CH:9][CH:8]=3)=[O:26]. The yield is 0.970. (3) The reactants are [F:1][CH:2]([F:5])[CH2:3][NH2:4].C(N(CC)C(C)C)(C)C.CN(C(ON1N=NC2C=CC=NC1=2)=[N+](C)C)C.F[P-](F)(F)(F)(F)F.[C:39]([C:43]1[N:47]([CH2:48][CH:49]2[CH2:54][CH2:53][O:52][CH2:51][CH2:50]2)[C:46]2[CH:55]=[CH:56][C:57]([S:59]([N:62]3[CH:66]=[CH:65][C:64]([C:67](O)=[O:68])=[CH:63]3)(=[O:61])=[O:60])=[CH:58][C:45]=2[N:44]=1)([CH3:42])([CH3:41])[CH3:40]. The catalyst is CN(C=O)C. The product is [C:39]([C:43]1[N:47]([CH2:48][CH:49]2[CH2:54][CH2:53][O:52][CH2:51][CH2:50]2)[C:46]2[CH:55]=[CH:56][C:57]([S:59]([N:62]3[CH:66]=[CH:65][C:64]([C:67]([NH:4][CH2:3][CH:2]([F:5])[F:1])=[O:68])=[CH:63]3)(=[O:61])=[O:60])=[CH:58][C:45]=2[N:44]=1)([CH3:42])([CH3:40])[CH3:41]. The yield is 0.0200. (4) The reactants are [Br:1][C:2]1[CH:3]=[C:4]2[C:10](I)=[CH:9][N:8]([S:12]([C:15]3[CH:20]=[CH:19][C:18]([CH3:21])=[CH:17][CH:16]=3)(=[O:14])=[O:13])[C:5]2=[N:6][CH:7]=1.Cl.[NH2:23][CH2:24][C:25]1[CH:30]=[CH:29][C:28](B(O)O)=[CH:27][CH:26]=1.C([O-])([O-])=O.[Na+].[Na+].CCOC(C)=O. The catalyst is CC#N.Cl[Pd](Cl)([P](C1C=CC=CC=1)(C1C=CC=CC=1)C1C=CC=CC=1)[P](C1C=CC=CC=1)(C1C=CC=CC=1)C1C=CC=CC=1. The product is [Br:1][C:2]1[CH:3]=[C:4]2[C:10]([C:28]3[CH:29]=[CH:30][C:25]([CH2:24][NH2:23])=[CH:26][CH:27]=3)=[CH:9][N:8]([S:12]([C:15]3[CH:20]=[CH:19][C:18]([CH3:21])=[CH:17][CH:16]=3)(=[O:14])=[O:13])[C:5]2=[N:6][CH:7]=1. The yield is 0.710. (5) The reactants are [N+:1]([C:4]1[C:5]([NH:10][C:11]2[CH:12]=[C:13]([CH3:17])[CH:14]=[CH:15][CH:16]=2)=[N:6][CH:7]=[CH:8][CH:9]=1)([O-])=O. The catalyst is [Pd].C(O)C. The product is [C:13]1([CH3:17])[CH:14]=[CH:15][CH:16]=[C:11]([NH:10][C:5]2[C:4]([NH2:1])=[CH:9][CH:8]=[CH:7][N:6]=2)[CH:12]=1. The yield is 0.990. (6) The reactants are [C:14]1(P([C:14]2[CH:19]=[CH:18][CH:17]=[CH:16][CH:15]=2)[C:14]2[CH:19]=[CH:18][CH:17]=[CH:16][CH:15]=2)[CH:19]=[CH:18][CH:17]=[CH:16][CH:15]=1.N(C(OCC)=O)=NC([O:24][CH2:25][CH3:26])=O.[CH2:32]1COCC1. No catalyst specified. The product is [CH3:32][C:14]1[CH:15]=[CH:16][C:17]2[CH2:26][CH2:25][O:24][C:18]=2[CH:19]=1. The yield is 0.650. (7) The reactants are [F:1][C:2]([F:23])([F:22])[C@@H:3]([OH:21])[CH2:4][N:5]1[CH2:10][CH2:9][CH2:8][CH:7]([C:11]2[CH:12]=[N:13][C:14]([C:17]([F:20])([F:19])[F:18])=[CH:15][CH:16]=2)[CH2:6]1.[Cl:24][C:25]1[CH:30]=[CH:29][C:28]([N:31]=[C:32]=[O:33])=[CH:27][CH:26]=1.C(#N)C.Cl. The catalyst is CCOCC.CCCCCC.O1CCOCC1. The yield is 0.790. The product is [ClH:24].[F:23][C:2]([F:1])([F:22])[C@@H:3]([O:21][C:32](=[O:33])[NH:31][C:28]1[CH:29]=[CH:30][C:25]([Cl:24])=[CH:26][CH:27]=1)[CH2:4][N:5]1[CH2:10][CH2:9][CH2:8][CH:7]([C:11]2[CH:12]=[N:13][C:14]([C:17]([F:18])([F:19])[F:20])=[CH:15][CH:16]=2)[CH2:6]1. (8) The reactants are C[O:2][C:3](=[O:19])[C@H:4]([CH2:17][OH:18])[NH:5][C:6](=[O:16])[CH2:7][C:8]1[CH:13]=[C:12]([F:14])[CH:11]=[C:10]([F:15])[CH:9]=1.[OH-].[Li+].Cl. The catalyst is C1COCC1.[Cl-].[Na+].O. The product is [F:14][C:12]1[CH:13]=[C:8]([CH2:7][C:6]([NH:5][C@H:4]([C:3]([OH:19])=[O:2])[CH2:17][OH:18])=[O:16])[CH:9]=[C:10]([F:15])[CH:11]=1. The yield is 0.540. (9) The reactants are [Cl:1][CH2:2][C:3]#[N:4].S(=O)(=O)(O)O.O[C:11]12[CH2:20][CH:15]3[CH2:16][CH:17]([CH2:19][C:13]([NH:21][C:22]([C:24]4[CH:29]=[CH:28][CH:27]=[CH:26][N:25]=4)=[O:23])([CH2:14]3)[CH2:12]1)[CH2:18]2.[OH-:30].[Na+]. The catalyst is C(Cl)Cl. The product is [Cl:1][CH2:2][C:3]([NH:4][C:15]12[CH2:20][CH:11]3[CH2:18][CH:17]([CH2:19][C:13]([NH:21][C:22]([C:24]4[CH:29]=[CH:28][CH:27]=[CH:26][N:25]=4)=[O:23])([CH2:12]3)[CH2:14]1)[CH2:16]2)=[O:30]. The yield is 0.969. (10) The reactants are S1CCNC1.NO.[C:8]1([C:35]2[CH:40]=[CH:39][CH:38]=[CH:37][CH:36]=2)[CH:13]=[CH:12][C:11]([S:14]([N:17]2[CH2:21][CH2:20][S:19][CH:18]2[C:22]([NH:24][CH:25]([C:29]2[CH:34]=[CH:33][CH:32]=[CH:31][CH:30]=2)[CH2:26][CH2:27][OH:28])=[O:23])(=[O:16])=[O:15])=[CH:10][CH:9]=1.[C:41]1(O)[CH:46]=[CH:45][CH:44]=[CH:43][CH:42]=1.CCOC(/N=N/C(OCC)=O)=O.C1(P(C2C=CC=CC=2)C2C=CC=CC=2)C=CC=CC=1. The catalyst is C1COCC1. The product is [C:8]1([C:35]2[CH:36]=[CH:37][CH:38]=[CH:39][CH:40]=2)[CH:13]=[CH:12][C:11]([S:14]([N:17]2[CH2:21][CH2:20][S:19][CH:18]2[C:22]([NH:24][CH:25]([C:29]2[CH:30]=[CH:31][CH:32]=[CH:33][CH:34]=2)[CH2:26][CH2:27][O:28][C:41]2[CH:46]=[CH:45][CH:44]=[CH:43][CH:42]=2)=[O:23])(=[O:16])=[O:15])=[CH:10][CH:9]=1. The yield is 0.400.